This data is from Reaction yield outcomes from USPTO patents with 853,638 reactions. The task is: Predict the reaction yield, written as a fraction of the theoretical maximum amount of product (1.0 means a 100% yield; for example, 0.34 means a 34% yield). (1) The reactants are [Cl:1][C:2]1[CH:9]=[CH:8][C:5]([CH:6]=[O:7])=[CH:4][N:3]=1.[CH3:10][S:11]([OH:14])(=[O:13])=[O:12].[CH2:15](O)[CH2:16][CH:17]=[CH2:18]. The catalyst is C(Cl)Cl. The product is [CH3:10][S:11]([O:14][CH:16]1[CH2:17][CH2:18][O:7][CH:6]([C:5]2[CH:4]=[N:3][C:2]([Cl:1])=[CH:9][CH:8]=2)[CH2:15]1)(=[O:13])=[O:12]. The yield is 0.720. (2) The reactants are [CH3:1][CH2:2][CH:3](P(OCC)(OCC)=O)[C:4]([O:6][CH2:7][CH3:8])=[O:5].[CH3:17][C:18](C)([O-])[CH3:19].[K+].[CH3:23][S:24][CH:25]([C:36]1[CH:41]=[C:40](C=O)[CH:39]=[CH:38][C:37]=1[O:44][CH3:45])[C:26]([O:28][CH2:29][C:30]1[CH:35]=[CH:34][CH:33]=[CH:32][CH:31]=1)=[O:27]. The catalyst is O1CCCC1. The yield is 0.780. The product is [CH3:23][S:24][CH:25]([C:36]1[CH:41]=[C:40]([C:3]2([C:4]([O:6][CH2:7][CH3:8])=[O:5])[CH:2]=[CH:1][CH:17]=[CH:18][CH2:19]2)[CH:39]=[CH:38][C:37]=1[O:44][CH3:45])[C:26]([O:28][CH2:29][C:30]1[CH:31]=[CH:32][CH:33]=[CH:34][CH:35]=1)=[O:27]. (3) The catalyst is O. The reactants are N1C=CC=CC=1.[OH:7][C:8]1[CH:17]=[C:16]2[C:11]([C:12](=[O:18])[NH:13][CH:14]=[N:15]2)=[C:10]([O:19][CH:20]([CH3:22])[CH3:21])[CH:9]=1.[C:23](OC(=O)C)(=[O:25])[CH3:24]. The yield is 0.650. The product is [C:23]([O:7][C:8]1[CH:17]=[C:16]2[C:11]([C:12](=[O:18])[NH:13][CH:14]=[N:15]2)=[C:10]([O:19][CH:20]([CH3:22])[CH3:21])[CH:9]=1)(=[O:25])[CH3:24]. (4) The reactants are [N:1]([CH:4]([C:6]1[CH:7]=[N:8][CH:9]=[CH:10][C:11]=1[C:12]1[C:17]2[S:18][CH:19]=[CH:20][C:16]=2[CH:15]=[CH:14][CH:13]=1)[CH3:5])=[N+]=[N-].C(O)=O.NN. The catalyst is [Ni].C(O)C. The product is [S:18]1[CH:19]=[CH:20][C:16]2[CH:15]=[CH:14][CH:13]=[C:12]([C:11]3[CH:10]=[CH:9][N:8]=[CH:7][C:6]=3[CH:4]([NH2:1])[CH3:5])[C:17]1=2. The yield is 1.00. (5) The reactants are [CH3:1][C:2]1([CH3:8])[CH2:7][CH2:6][O:5][C:3]1=[O:4].[OH-:9].[K+:10]. The catalyst is O. The product is [K+:10].[OH:5][CH2:6][CH2:7][C:2]([CH3:8])([CH3:1])[C:3]([O-:9])=[O:4]. The yield is 1.00. (6) The reactants are [Br:1][C:2]1[CH:3]=[C:4]([C:14]2[O:15][C:16](=[O:26])[C:17]3[CH:23]=[C:22]([Br:24])[CH:21]=[C:20]([Br:25])[C:18]=3[N:19]=2)[N:5]([C:7]2[C:12]([Cl:13])=[CH:11][CH:10]=[CH:9][N:8]=2)[N:6]=1.[NH2:27][O:28][CH2:29][C:30]([NH:32][CH3:33])=[O:31]. The catalyst is O1CCCC1. The product is [Br:25][C:20]1[CH:21]=[C:22]([Br:24])[CH:23]=[C:17]([C:16](=[O:26])[NH:27][O:28][CH2:29][C:30](=[O:31])[NH:32][CH3:33])[C:18]=1[NH:19][C:14]([C:4]1[N:5]([C:7]2[C:12]([Cl:13])=[CH:11][CH:10]=[CH:9][N:8]=2)[N:6]=[C:2]([Br:1])[CH:3]=1)=[O:15]. The yield is 0.840.